This data is from Forward reaction prediction with 1.9M reactions from USPTO patents (1976-2016). The task is: Predict the product of the given reaction. (1) The product is: [Br:33][C:25]1[CH:24]=[C:23]([CH:13]2[CH:12]3[N:34]([C:35]#[N:36])[CH2:9][O:10][C:11]3=[C:20]3[C:15]([CH:16]=[C:17]([CH3:22])[C:18](=[O:21])[O:19]3)=[CH:14]2)[CH:28]=[C:27]([O:29][CH3:30])[C:26]=1[O:31][CH3:32]. Given the reactants C(ON=O)(C)(C)C.N[CH:9]1[N:34]([C:35]#[N:36])[CH:12]2[CH:13]([C:23]3[CH:28]=[C:27]([O:29][CH3:30])[C:26]([O:31][CH3:32])=[C:25]([Br:33])[CH:24]=3)[CH:14]=[C:15]3[C:20]([O:19][C:18](=[O:21])[C:17]([CH3:22])=[CH:16]3)=[C:11]2[O:10]1.[BH4-].[Na+].CCOC(C)=O, predict the reaction product. (2) Given the reactants [Cl:1][C:2]1[CH:7]=[CH:6][C:5]([C:8]2(O)[C:14]3[CH:15]=[C:16]([C:18]4[CH:23]=[CH:22][N:21]=[CH:20][CH:19]=4)[S:17][C:13]=3[CH2:12][CH2:11][CH2:10][CH:9]2[OH:24])=[CH:4][CH:3]=1.ClCCCl.C([SiH](CC)CC)C.FC(F)(F)S(O)(=O)=O.C([O-])(O)=O.[Na+], predict the reaction product. The product is: [Cl:1][C:2]1[CH:7]=[CH:6][C:5]([CH:8]2[C:14]3[CH:15]=[C:16]([C:18]4[CH:19]=[CH:20][N:21]=[CH:22][CH:23]=4)[S:17][C:13]=3[CH2:12][CH2:11][CH2:10][CH:9]2[OH:24])=[CH:4][CH:3]=1. (3) Given the reactants [N+:1]([O-:4])(O)=[O:2].[OH:5][C:6]1[CH:11]=[CH:10][C:9]([CH2:12][C:13]([OH:15])=[O:14])=[CH:8][CH:7]=1, predict the reaction product. The product is: [OH:5][C:6]1[CH:7]=[CH:8][C:9]([CH2:12][C:13]([OH:15])=[O:14])=[CH:10][C:11]=1[N+:1]([O-:4])=[O:2]. (4) Given the reactants [CH3:1][O:2][C:3](=[O:30])[C:4]1[CH:9]=[CH:8][C:7]([C:10]2[CH:14](SC)[C:13]([C:21]3[CH:26]=[C:25]([Cl:27])[CH:24]=[C:23]([Cl:28])[CH:22]=3)([C:17]([F:20])([F:19])[F:18])[O:12][N:11]=2)=[CH:6][C:5]=1[CH3:29].Cl[C:32]1C=C(C=CC=1)C(OO)=O.[S:42](S([O-])=O)([O-:45])(=O)=[O:43].[Na+].[Na+], predict the reaction product. The product is: [CH3:1][O:2][C:3](=[O:30])[C:4]1[CH:9]=[CH:8][C:7]([C:10]2[CH:14]([S:42]([CH3:32])(=[O:45])=[O:43])[C:13]([C:21]3[CH:22]=[C:23]([Cl:28])[CH:24]=[C:25]([Cl:27])[CH:26]=3)([C:17]([F:20])([F:19])[F:18])[O:12][N:11]=2)=[CH:6][C:5]=1[CH3:29]. (5) Given the reactants [CH2:1]([N:8]([CH3:17])[CH2:9][CH2:10][CH:11]([OH:16])[CH2:12][CH:13](C)C)[C:2]1[CH:7]=[CH:6][CH:5]=[CH:4][CH:3]=1.[CH:18]([Mg]Cl)(C)C, predict the reaction product. The product is: [CH2:1]([N:8]([CH3:17])[CH2:9][CH2:10][CH:11]([OH:16])[CH:12]([CH3:13])[CH3:18])[C:2]1[CH:3]=[CH:4][CH:5]=[CH:6][CH:7]=1. (6) Given the reactants [CH2:1]([O:8][C:9]1[C:10]([NH:16][C:17]([NH2:19])=[S:18])=[N:11][CH:12]=[C:13]([Br:15])[N:14]=1)[C:2]1[CH:7]=[CH:6][CH:5]=[CH:4][CH:3]=1.Cl[CH2:21][C:22](=O)[CH3:23].C(N(CC)CC)C, predict the reaction product. The product is: [CH2:1]([O:8][C:9]1[C:10]([NH:16][C:17]2[S:18][CH:21]=[C:22]([CH3:23])[N:19]=2)=[N:11][CH:12]=[C:13]([Br:15])[N:14]=1)[C:2]1[CH:3]=[CH:4][CH:5]=[CH:6][CH:7]=1. (7) Given the reactants [NH2:1][C:2]1[CH:3]=[CH:4][C:5]([Cl:9])=[C:6]([OH:8])[CH:7]=1.[C:10]([C:14]1[O:18][N:17]=[C:16]([N:19]=[C:20]=[O:21])[CH:15]=1)([CH3:13])([CH3:12])[CH3:11], predict the reaction product. The product is: [C:10]([C:14]1[O:18][N:17]=[C:16]([NH:19][C:20]([NH:1][C:2]2[CH:3]=[CH:4][C:5]([Cl:9])=[C:6]([OH:8])[CH:7]=2)=[O:21])[CH:15]=1)([CH3:13])([CH3:11])[CH3:12]. (8) Given the reactants [CH3:1][CH2:2][CH3:3].C1[N:17]([CH2:16][CH2:15][CH2:14]N)CCN([CH2:14][CH2:15][CH2:16][NH2:17])C1.C1[C:23]([C:24]2[CH:29]=[CH:28][C:27]3[C:30]([O:32][C:33](=[O:34])[C:26]=3[CH:25]=2)=[O:31])=CC2C(OC(=O)C=2C=1)=O.CO[C:42]1[CH:47]=[C:46]2[C:48]([O:50][C:51]3[C:56](OC)=[C:55](O[C@@H]4O[C@H](CO)[C@@H](O)[C@H](O)[C@H]4O)[CH:54]=[C:53]4[C:71]([O:73][C:44](=[C:45]2[C:52]=34)[C:43]=1OC)=O)=[O:49].C[N:77]([CH:79]=[O:80])C, predict the reaction product. The product is: [CH3:1][C:52]1([CH3:51])[C:53]2[CH:71]=[C:79]([NH2:77])[CH:56]=[CH:55][C:54]=2[C:46]([C:47]2[CH:14]=[CH:15][C:16]([NH2:17])=[CH:43][CH:42]=2)([CH3:48])[CH2:45]1.[CH:2]1[C:3]([C:23]([C:24]2[CH:29]=[CH:28][C:27]3[C:30]([O:32][C:33](=[O:34])[C:26]=3[CH:25]=2)=[O:31])=[O:80])=[CH:47][C:46]2[C:48]([O:50][C:44](=[O:73])[C:45]=2[CH:1]=1)=[O:49]. (9) Given the reactants FC(F)(F)C(O)=O.C(OC([N:15]1[CH2:20][CH2:19][CH:18]([CH2:21][C:22]#[N:23])[CH2:17][CH2:16]1)=O)(C)(C)C, predict the reaction product. The product is: [NH:15]1[CH2:20][CH2:19][CH:18]([CH2:21][C:22]#[N:23])[CH2:17][CH2:16]1. (10) Given the reactants [Cl:1][C:2]1[CH:3]=[C:4]([CH:7]=[CH:8][CH:9]=1)[CH2:5][OH:6].[H-].[Na+].Br[CH2:13][C:14]([OH:16])=[O:15], predict the reaction product. The product is: [Cl:1][C:2]1[CH:3]=[C:4]([CH:7]=[CH:8][CH:9]=1)[CH2:5][O:6][CH2:13][C:14]([OH:16])=[O:15].